This data is from Full USPTO retrosynthesis dataset with 1.9M reactions from patents (1976-2016). The task is: Predict the reactants needed to synthesize the given product. (1) Given the product [NH2:15][C:12]1[N:11]=[CH:10][C:9]([O:8][C:5]2[CH:6]=[CH:7][C:2]([F:1])=[C:3]([NH:18][C:19]([NH:21][C:22]3[N:26]([C:27]4[CH:28]=[C:29]5[C:34](=[CH:35][CH:36]=4)[N:33]=[CH:32][CH:31]=[CH:30]5)[N:25]=[C:24]([CH:37]([CH3:38])[CH3:39])[CH:23]=3)=[O:20])[CH:4]=2)=[CH:14][CH:13]=1, predict the reactants needed to synthesize it. The reactants are: [F:1][C:2]1[CH:7]=[CH:6][C:5]([O:8][C:9]2[CH:10]=[N:11][C:12]([N+:15]([O-])=O)=[CH:13][CH:14]=2)=[CH:4][C:3]=1[NH:18][C:19]([NH:21][C:22]1[N:26]([C:27]2[CH:28]=[C:29]3[C:34](=[CH:35][CH:36]=2)[N:33]=[CH:32][CH:31]=[CH:30]3)[N:25]=[C:24]([CH:37]([CH3:39])[CH3:38])[CH:23]=1)=[O:20].[NH4+].[Cl-]. (2) Given the product [C:22]([O:19][C:12]1[CH:13]=[C:14]([O:18][C:22](=[O:29])[C:23]2[CH:28]=[CH:27][CH:26]=[N:25][CH:24]=2)[CH:15]=[C:16]2[C:11]=1[C:9](=[O:10])[CH:8]=[CH:7][O:17]2)(=[O:29])[C:23]1[CH:28]=[CH:27][CH:26]=[N:25][CH:24]=1, predict the reactants needed to synthesize it. The reactants are: C1C([C:7]2[O:17][C:16]3[CH:15]=[C:14]([OH:18])[CH:13]=[C:12]([OH:19])[C:11]=3[C:9](=[O:10])[CH:8]=2)=CC=C(O)C=1.Cl.[C:22](Cl)(=[O:29])[C:23]1[CH:28]=[CH:27][CH:26]=[N:25][CH:24]=1. (3) Given the product [Cl-:55].[Cl-:55].[C:62]1(=[Zr+2:59]([CH:49]2[CH:48]=[CH:52][CH:51]=[CH:50]2)[C:10]2[C:11]3[CH2:12][C:13]4[C:18](=[CH:17][C:16]([C:20]([CH3:21])([CH3:22])[CH3:23])=[C:15]([C:24]5[CH:29]=[CH:28][CH:27]=[CH:26][CH:25]=5)[CH:14]=4)[C:19]=3[CH:7]=[C:8]([C:41]([CH3:44])([CH3:42])[CH3:43])[C:9]=2[C:35]2[CH:40]=[CH:39][CH:38]=[CH:37][CH:36]=2)[CH2:61][CH2:60][CH2:65][CH2:64][CH2:63]1, predict the reactants needed to synthesize it. The reactants are: C1(=[C:7]2[C:19]3[C:11]([CH:12]=[C:13]4[C:18]=3[CH:17]=[C:16]([C:20]([CH3:23])([CH3:22])[CH3:21])[C:15]([C:24]3[CH:29]=[CH:28][CH:27]=[CH:26][CH:25]=3)=[CH:14]4)=[C:10](C3C=CC=C3)[C:9]([C:35]3[CH:40]=[CH:39][CH:38]=[CH:37][CH:36]=3)=[C:8]2[C:41]([CH3:44])([CH3:43])[CH3:42])CCCCC1.C(O[CH2:48][CH3:49])C.[CH2:50]([Li])[CH2:51][CH2:52]C.[Cl-:55].[Cl-].[Cl-].[Cl-].[Zr+4:59].[CH3:60][CH2:61][CH2:62][CH2:63][CH2:64][CH3:65]. (4) Given the product [C:16]([C:2]1[CH:3]=[C:4]2[C:8](=[CH:9][CH:10]=1)[NH:7][C:6]([C:11]([O:13][CH2:14][CH3:15])=[O:12])=[CH:5]2)#[C:17][CH3:18], predict the reactants needed to synthesize it. The reactants are: Br[C:2]1[CH:3]=[C:4]2[C:8](=[CH:9][CH:10]=1)[NH:7][C:6]([C:11]([O:13][CH2:14][CH3:15])=[O:12])=[CH:5]2.[CH:16]#[C:17][CH3:18].P(C(C)(C)C)(C(C)(C)C)C(C)(C)C.C(NC(C)C)(C)C. (5) The reactants are: B1([O-])OO1.[OH2:5].[OH2:6].O.O.[Na+].[F:10][C:11]1[CH:17]=[CH:16][CH:15]=[C:14]([F:18])[C:12]=1[NH2:13].O. Given the product [F:10][C:11]1[CH:17]=[CH:16][CH:15]=[C:14]([F:18])[C:12]=1[N+:13]([O-:6])=[O:5], predict the reactants needed to synthesize it. (6) Given the product [Cl:9][C:6]1[N:5]=[CH:4][C:3]([C:10]([N:12]2[CH2:13][CH2:14][CH:15]([C:18]3[CH:19]=[CH:20][C:21]([F:24])=[CH:22][CH:23]=3)[CH2:16][CH2:17]2)=[O:11])=[C:2]([NH:28][C:27]2[CH:29]=[CH:30][CH:31]=[C:32]([F:33])[C:26]=2[Cl:25])[C:7]=1[CH3:8], predict the reactants needed to synthesize it. The reactants are: Cl[C:2]1[C:7]([CH3:8])=[C:6]([Cl:9])[N:5]=[CH:4][C:3]=1[C:10]([N:12]1[CH2:17][CH2:16][CH:15]([C:18]2[CH:23]=[CH:22][C:21]([F:24])=[CH:20][CH:19]=2)[CH2:14][CH2:13]1)=[O:11].[Cl:25][C:26]1[C:32]([F:33])=[CH:31][CH:30]=[CH:29][C:27]=1[NH2:28].